This data is from Catalyst prediction with 721,799 reactions and 888 catalyst types from USPTO. The task is: Predict which catalyst facilitates the given reaction. (1) Reactant: [Cl:1][C:2]1[C:7]([N:8]2[CH2:13][C@H:12]([CH3:14])[O:11][C@H:10]([CH3:15])[CH2:9]2)=[C:6]([CH2:16][OH:17])[N:5]=[C:4]2[C:18]([CH3:21])=[N:19][O:20][C:3]=12. Product: [Cl:1][C:2]1[C:7]([N:8]2[CH2:13][C@H:12]([CH3:14])[O:11][C@H:10]([CH3:15])[CH2:9]2)=[C:6]([CH:16]=[O:17])[N:5]=[C:4]2[C:18]([CH3:21])=[N:19][O:20][C:3]=12. The catalyst class is: 485. (2) Reactant: C(N(CC)CC)C.[NH2:8][CH2:9][C:10]1[CH:15]=[CH:14][C:13]([N:16]([CH3:27])[C:17]2[N:22]=[CH:21][C:20]3[N:23]=[CH:24][N:25]([CH3:26])[C:19]=3[CH:18]=2)=[C:12]([F:28])[CH:11]=1.Cl[C:30]([O:32][CH3:33])=[O:31]. Product: [CH3:33][O:32][C:30](=[O:31])[NH:8][CH2:9][C:10]1[CH:15]=[CH:14][C:13]([N:16]([CH3:27])[C:17]2[N:22]=[CH:21][C:20]3[N:23]=[CH:24][N:25]([CH3:26])[C:19]=3[CH:18]=2)=[C:12]([F:28])[CH:11]=1. The catalyst class is: 2. (3) Reactant: [C:1]1([NH:5][C:6](=[O:17])[C:7]2[CH:12]=[CH:11][CH:10]=[CH:9][C:8]=2[C:13]([F:16])([F:15])[F:14])[CH2:4][CH2:3][CH:2]=1.C([O-])([O-])=O.[Na+].[Na+].CCN(C(C)C)C(C)C.[Br:33]N1C(=O)CCC1=O. Product: [Br:33][C:2]1[CH2:3][CH2:4][C:1]=1[NH:5][C:6](=[O:17])[C:7]1[CH:12]=[CH:11][CH:10]=[CH:9][C:8]=1[C:13]([F:15])([F:16])[F:14]. The catalyst class is: 4.